Dataset: Forward reaction prediction with 1.9M reactions from USPTO patents (1976-2016). Task: Predict the product of the given reaction. (1) The product is: [OH:15][CH2:14][CH:11]1[CH2:12][CH2:13][C:8]([CH:19]=[CH2:20])([OH:7])[CH2:9][CH2:10]1. Given the reactants [H-].[Al+3].[Li+].[H-].[H-].[H-].[OH:7][C:8]1([CH:19]=[CH2:20])[CH2:13][CH2:12][CH:11]([C:14](OCC)=[O:15])[CH2:10][CH2:9]1, predict the reaction product. (2) Given the reactants [CH3:1][O:2][C:3]1[CH:4]=[C:5]([NH:11][C:12]2[N:13]=[CH:14][C:15]3[CH2:21][C:20](=[O:22])[NH:19][C:18]4[CH:23]=[C:24]([C:27](O)=[O:28])[CH:25]=[CH:26][C:17]=4[C:16]=3[N:30]=2)[CH:6]=[CH:7][C:8]=1[O:9][CH3:10].[NH2:31][CH2:32][CH2:33][CH2:34][CH2:35][NH:36]C(=O)OC(C)(C)C, predict the reaction product. The product is: [NH2:31][CH2:32][CH2:33][CH2:34][CH2:35][NH:36][C:27]([C:24]1[CH:25]=[CH:26][C:17]2[C:16]3[N:30]=[C:12]([NH:11][C:5]4[CH:6]=[CH:7][C:8]([O:9][CH3:10])=[C:3]([O:2][CH3:1])[CH:4]=4)[N:13]=[CH:14][C:15]=3[CH2:21][C:20](=[O:22])[NH:19][C:18]=2[CH:23]=1)=[O:28]. (3) Given the reactants [Na].[NH:2]1[C:6]([C:7]([O:9][CH2:10][CH3:11])=[O:8])=[N:5][N:4]=[N:3]1.CN(C)C=O.Br[CH2:18][CH2:19][CH2:20][CH3:21], predict the reaction product. The product is: [CH2:18]([N:3]1[N:4]=[N:5][C:6]([C:7]([O:9][CH2:10][CH3:11])=[O:8])=[N:2]1)[CH2:19][CH2:20][CH3:21]. (4) Given the reactants [N+:1]([C:4]1[CH:9]=[C:8]([C:10]([F:13])([F:12])[F:11])[CH:7]=[CH:6][C:5]=1[N:14]1[CH2:19][CH2:18][CH:17]([NH:20][C:21](=[O:27])[O:22][C:23]([CH3:26])([CH3:25])[CH3:24])[CH2:16][CH2:15]1)([O-])=O, predict the reaction product. The product is: [NH2:1][C:4]1[CH:9]=[C:8]([C:10]([F:13])([F:11])[F:12])[CH:7]=[CH:6][C:5]=1[N:14]1[CH2:15][CH2:16][CH:17]([NH:20][C:21](=[O:27])[O:22][C:23]([CH3:25])([CH3:24])[CH3:26])[CH2:18][CH2:19]1. (5) Given the reactants CO[CH:3]1[CH2:6][CH2:5][C:4]21[CH:15]([CH3:16])[CH2:14][C:13]1[C:8](=[C:9]([CH3:20])[C:10]([CH3:19])=[C:11]([OH:18])[C:12]=1[CH3:17])[O:7]2, predict the reaction product. The product is: [CH3:16][C:15]1[C:4]2([CH2:5][CH2:6][CH2:3]2)[O:7][C:8]2[C:13](=[C:12]([CH3:17])[C:11]([OH:18])=[C:10]([CH3:19])[C:9]=2[CH3:20])[CH:14]=1. (6) Given the reactants [NH2:1][CH2:2][CH2:3][O:4][C@@H:5]([C:19]1[CH:24]=[CH:23][CH:22]=[C:21]([F:25])[CH:20]=1)[C@@H:6]1[CH2:11][CH2:10][CH2:9][N:8]([C:12]([O:14][C:15]([CH3:18])([CH3:17])[CH3:16])=[O:13])[CH2:7]1.CCN(CC)CC.Cl[C:34]([O:36][CH3:37])=[O:35].O, predict the reaction product. The product is: [F:25][C:21]1[CH:20]=[C:19]([C@H:5]([O:4][CH2:3][CH2:2][NH:1][C:34]([O:36][CH3:37])=[O:35])[C@@H:6]2[CH2:11][CH2:10][CH2:9][N:8]([C:12]([O:14][C:15]([CH3:18])([CH3:16])[CH3:17])=[O:13])[CH2:7]2)[CH:24]=[CH:23][CH:22]=1. (7) Given the reactants [NH2:1][C:2]1[C:7]([CH:8]=O)=[CH:6][N:5]=[C:4]([N:10]2[CH2:15][CH2:14][N:13]([CH3:16])[CH2:12][CH2:11]2)[N:3]=1.C[O:18][C:19](=O)[CH2:20][C:21]([NH:23][C:24]1[CH:29]=[C:28]([C:30](=[O:39])[NH:31][CH2:32][C:33]2[CH:38]=[CH:37][CH:36]=[CH:35][CH:34]=2)[CH:27]=[CH:26][C:25]=1[Cl:40])=[O:22].N1CCCCC1, predict the reaction product. The product is: [CH2:32]([NH:31][C:30]([C:28]1[CH:27]=[CH:26][C:25]([Cl:40])=[C:24]([NH:23][C:21]([C:20]2[C:19](=[O:18])[NH:1][C:2]3[N:3]=[C:4]([N:10]4[CH2:15][CH2:14][N:13]([CH3:16])[CH2:12][CH2:11]4)[N:5]=[CH:6][C:7]=3[CH:8]=2)=[O:22])[CH:29]=1)=[O:39])[C:33]1[CH:38]=[CH:37][CH:36]=[CH:35][CH:34]=1.